From a dataset of Reaction yield outcomes from USPTO patents with 853,638 reactions. Predict the reaction yield, written as a fraction of the theoretical maximum amount of product (1.0 means a 100% yield; for example, 0.34 means a 34% yield). (1) The yield is 0.120. The product is [Cl:17][C:8]1[CH:7]=[CH:6][C:4]([NH2:5])=[C:3]([CH3:9])[C:2]=1[F:1]. The reactants are [F:1][C:2]1[C:3]([CH3:9])=[C:4]([CH:6]=[CH:7][CH:8]=1)[NH2:5].C1C(=O)N([Cl:17])C(=O)C1.O.C(OCC)(=O)C. The catalyst is CN(C=O)C. (2) The reactants are C([O:3][C:4](=[O:18])[CH2:5][O:6][C:7]1[C:15]2[C:10](=[N:11][CH:12]=[CH:13][CH:14]=2)[S:9][C:8]=1[C:16]#[N:17])C.O.O[Li].O. The catalyst is C1COCC1. The product is [C:16]([C:8]1[S:9][C:10]2=[N:11][CH:12]=[CH:13][CH:14]=[C:15]2[C:7]=1[O:6][CH2:5][C:4]([OH:18])=[O:3])#[N:17]. The yield is 0.800. (3) The reactants are COC[N:4]1[C:12]2[C:7](=[C:8]([CH3:23])[CH:9]=[CH:10][C:11]=2[N:13]([CH3:22])[S:14]([C:17]2[S:18][CH:19]=[CH:20][CH:21]=2)(=[O:16])=[O:15])[CH:6]=[C:5]1[C:24]([O:26]CC)=[O:25].Cl.O1CCCC1. The catalyst is C(O)C. The product is [CH3:23][C:8]1[CH:9]=[CH:10][C:11]([N:13]([CH3:22])[S:14]([C:17]2[S:18][CH:19]=[CH:20][CH:21]=2)(=[O:15])=[O:16])=[C:12]2[C:7]=1[CH:6]=[C:5]([C:24]([OH:26])=[O:25])[NH:4]2. The yield is 0.990. (4) The reactants are [Br:1][C:2]1[CH:18]=[CH:17][C:5]2[C:6]3[N:7]=[C:8](C(O)=O)[S:9][C:10]=3[CH2:11][CH2:12][O:13][C:4]=2[CH:3]=1.C([N:21](CC)CC)C.C1(P(N=[N+]=[N-])(C2C=CC=CC=2)=O)C=CC=CC=1. The catalyst is C(O)CCC. The product is [Br:1][C:2]1[CH:18]=[CH:17][C:5]2[C:6]3[N:7]=[C:8]([NH2:21])[S:9][C:10]=3[CH2:11][CH2:12][O:13][C:4]=2[CH:3]=1. The yield is 0.700. (5) The reactants are [O-][N+:2]1[CH:7]=[CH:6][CH:5]=[CH:4][C:3]=1[CH:8]([CH3:14])[C:9]([O:11][CH2:12][CH3:13])=[O:10].O=P(Cl)(Cl)[Cl:17]. The catalyst is CCOC(C)=O. The product is [Cl:17][C:7]1[N:2]=[C:3]([CH:8]([CH3:14])[C:9]([O:11][CH2:12][CH3:13])=[O:10])[CH:4]=[CH:5][CH:6]=1. The yield is 0.150. (6) The reactants are [Br:1][C:2]1[C:10]2[C:9](=[O:11])[NH:8][N:7]=[C:6]([C:12]3[CH:17]=[CH:16][N:15]=[CH:14][CH:13]=3)[C:5]=2[S:4][CH:3]=1.[N:18]1[CH:23]=[CH:22][CH:21]=[CH:20][C:19]=1[CH2:24][CH2:25]O. No catalyst specified. The product is [Br:1][C:2]1[C:10]2[C:9](=[O:11])[N:8]([CH2:25][CH2:24][C:19]3[CH:20]=[CH:21][CH:22]=[CH:23][N:18]=3)[N:7]=[C:6]([C:12]3[CH:17]=[CH:16][N:15]=[CH:14][CH:13]=3)[C:5]=2[S:4][CH:3]=1. The yield is 0.700. (7) The reactants are F[C:2]1[CH:7]=[C:6]([CH:8]([CH2:17][C:18](=[O:23])[C:19]([CH3:22])([CH3:21])[CH3:20])[C:9]([C:11]2[CH:16]=[CH:15][CH:14]=[CH:13][CH:12]=2)=O)[CH:5]=[CH:4][N:3]=1.C([O-])(O)=[O:25].[Na+].CCOC(C)=O. The catalyst is C(O)(=O)C. The product is [C:19]([C:18]1[O:23][C:9]([C:11]2[CH:16]=[CH:15][CH:14]=[CH:13][CH:12]=2)=[C:8]([C:6]2[CH:5]=[CH:4][NH:3][C:2](=[O:25])[CH:7]=2)[CH:17]=1)([CH3:22])([CH3:20])[CH3:21]. The yield is 0.780.